This data is from NCI-60 drug combinations with 297,098 pairs across 59 cell lines. The task is: Regression. Given two drug SMILES strings and cell line genomic features, predict the synergy score measuring deviation from expected non-interaction effect. Drug 2: C1CN1P(=S)(N2CC2)N3CC3. Drug 1: CC1OCC2C(O1)C(C(C(O2)OC3C4COC(=O)C4C(C5=CC6=C(C=C35)OCO6)C7=CC(=C(C(=C7)OC)O)OC)O)O. Cell line: SK-MEL-5. Synergy scores: CSS=18.6, Synergy_ZIP=-10.2, Synergy_Bliss=-4.21, Synergy_Loewe=-5.18, Synergy_HSA=-2.29.